This data is from Full USPTO retrosynthesis dataset with 1.9M reactions from patents (1976-2016). The task is: Predict the reactants needed to synthesize the given product. Given the product [Cl:17][C:18]1[N:27]=[C:26]([O:10][C:6]2[CH:7]=[CH:8][CH:9]=[C:4]([N+:1]([O-:3])=[O:2])[CH:5]=2)[C:25]2[C:20](=[CH:21][CH:22]=[CH:23][CH:24]=2)[N:19]=1, predict the reactants needed to synthesize it. The reactants are: [N+:1]([C:4]1[CH:5]=[C:6]([OH:10])[CH:7]=[CH:8][CH:9]=1)([O-:3])=[O:2].C([O-])([O-])=O.[K+].[K+].[Cl:17][C:18]1[N:27]=[C:26](Cl)[C:25]2[C:20](=[CH:21][CH:22]=[CH:23][CH:24]=2)[N:19]=1.